From a dataset of Catalyst prediction with 721,799 reactions and 888 catalyst types from USPTO. Predict which catalyst facilitates the given reaction. (1) Reactant: [O:1]1[C:5]2[CH:6]=[CH:7][CH:8]=[CH:9][C:4]=2[N:3]=[C:2]1[C:10]1[CH:15]=[CH:14][C:13]([C:16]2[N:21]=[CH:20][C:19]([N:22]=C(C3C=CC=CC=3)C3C=CC=CC=3)=[CH:18][CH:17]=2)=[C:12]([O:36][CH3:37])[CH:11]=1.CC([O-])=O.[Na+].Cl.NO. Product: [O:1]1[C:5]2[CH:6]=[CH:7][CH:8]=[CH:9][C:4]=2[N:3]=[C:2]1[C:10]1[CH:15]=[CH:14][C:13]([C:16]2[N:21]=[CH:20][C:19]([NH2:22])=[CH:18][CH:17]=2)=[C:12]([O:36][CH3:37])[CH:11]=1. The catalyst class is: 5. (2) Reactant: [Cl:1][C:2]1[CH:7]=[CH:6][C:5]([C:8]2([CH3:34])[C:12]([C:14]3[CH:19]=[CH:18][C:17]([Cl:20])=[CH:16][CH:15]=3)([CH3:13])[NH:11][C:10]([C:21]3[CH:26]=[CH:25][C:24](C(C)(C)C)=[CH:23][C:22]=3[O:31][CH2:32][CH3:33])=[N:9]2)=[CH:4][CH:3]=1.C[Al](C)C.C(OC(=O)C1C=CC([Br:49])=CC=1OCC)C.C(OCC)(=O)C. Product: [Br:49][C:24]1[CH:25]=[CH:26][C:21]([C:10]2[NH:11][C:12]([C:14]3[CH:19]=[CH:18][C:17]([Cl:20])=[CH:16][CH:15]=3)([CH3:13])[C:8]([C:5]3[CH:6]=[CH:7][C:2]([Cl:1])=[CH:3][CH:4]=3)([CH3:34])[N:9]=2)=[C:22]([O:31][CH2:32][CH3:33])[CH:23]=1. The catalyst class is: 11. (3) Reactant: [O:1]1[CH:5]=[CH:4][CH:3]=[C:2]1[C:6]1[O:7][C:8]([CH3:38])=[C:9]([CH2:11][O:12][C:13]2[CH:35]=[CH:34][C:16]([CH2:17][O:18][C:19]3[C:23]([CH2:24][C:25](O)=[O:26])=[CH:22][N:21]([C:28]4[CH:33]=[CH:32][CH:31]=[CH:30][CH:29]=4)[N:20]=3)=[CH:15][C:14]=2[O:36][CH3:37])[N:10]=1.O.ON1C2C=CC=CC=2N=N1.CCN=C=NCCCN(C)C.[NH:61]1[CH2:66][CH2:65][O:64][CH2:63][CH2:62]1. Product: [O:1]1[CH:5]=[CH:4][CH:3]=[C:2]1[C:6]1[O:7][C:8]([CH3:38])=[C:9]([CH2:11][O:12][C:13]2[CH:35]=[CH:34][C:16]([CH2:17][O:18][C:19]3[C:23]([CH2:24][C:25]([N:61]4[CH2:66][CH2:65][O:64][CH2:63][CH2:62]4)=[O:26])=[CH:22][N:21]([C:28]4[CH:29]=[CH:30][CH:31]=[CH:32][CH:33]=4)[N:20]=3)=[CH:15][C:14]=2[O:36][CH3:37])[N:10]=1. The catalyst class is: 145. (4) Reactant: C(O[C:6]([N:8](C)[C:9]1[N:14]=[C:13]([CH2:15][CH2:16][CH2:17][C:18]2[N:23]=[CH:22][C:21]([CH2:24][C@@H:25]([C:37]([O:39]C(C)(C)C)=[O:38])[NH:26][C:27]([C:29]3[C:34]([Cl:35])=[CH:33][CH:32]=[CH:31][C:30]=3[Cl:36])=[O:28])=[CH:20][CH:19]=2)[CH:12]=[CH:11][CH:10]=1)=O)(C)(C)C. Product: [Cl:35][C:34]1[CH:33]=[CH:32][CH:31]=[C:30]([Cl:36])[C:29]=1[C:27]([NH:26][C@H:25]([C:37]([OH:39])=[O:38])[CH2:24][C:21]1[CH:22]=[N:23][C:18]([CH2:17][CH2:16][CH2:15][C:13]2[CH:12]=[CH:11][CH:10]=[C:9]([NH:8][CH3:6])[N:14]=2)=[CH:19][CH:20]=1)=[O:28]. The catalyst class is: 67. (5) Reactant: [CH:1]1([CH2:4][N:5]([CH2:24][CH2:25][CH3:26])[C:6]2[N:11]=[CH:10][N:9]=[C:8]([C:12]([NH:14][C:15]3[CH:20]=[CH:19][C:18]([CH:21]=O)=[CH:17][C:16]=3[CH3:23])=[O:13])[CH:7]=2)[CH2:3][CH2:2]1.[CH3:27][NH:28][CH2:29][CH2:30][OH:31].C(O[BH-](OC(=O)C)OC(=O)C)(=O)C. Product: [CH:1]1([CH2:4][N:5]([CH2:24][CH2:25][CH3:26])[C:6]2[N:11]=[CH:10][N:9]=[C:8]([C:12]([NH:14][C:15]3[CH:20]=[CH:19][C:18]([CH2:21][N:28]([CH2:29][CH2:30][OH:31])[CH3:27])=[CH:17][C:16]=3[CH3:23])=[O:13])[CH:7]=2)[CH2:2][CH2:3]1. The catalyst class is: 2. (6) Reactant: [C:1]([O:5][C:6]([N:8]1[CH2:15][CH2:14][CH:13]2[CH:10]([NH:11][CH2:12]2)[CH2:9]1)=[O:7])([CH3:4])([CH3:3])[CH3:2].[C:16]1([C:25]2[CH:30]=[CH:29][CH:28]=[CH:27][CH:26]=2)[C:17]([C:22](Cl)=[O:23])=[CH:18][CH:19]=[CH:20][CH:21]=1.C(N(CC)CC)C. The catalyst class is: 2. Product: [C:1]([O:5][C:6]([N:8]1[CH2:15][CH2:14][CH:13]2[CH:10]([N:11]([C:22]([C:17]3[C:16]([C:25]4[CH:30]=[CH:29][CH:28]=[CH:27][CH:26]=4)=[CH:21][CH:20]=[CH:19][CH:18]=3)=[O:23])[CH2:12]2)[CH2:9]1)=[O:7])([CH3:4])([CH3:2])[CH3:3]. (7) Reactant: [N+:1]([C:4]1[CH:9]=[CH:8][C:7]([C:10]2[CH:14]=[C:13]([C:15]([O:17]CC)=[O:16])[O:12][N:11]=2)=[CH:6][CH:5]=1)([O-:3])=[O:2].[OH-].[Na+].Cl. Product: [N+:1]([C:4]1[CH:5]=[CH:6][C:7]([C:10]2[CH:14]=[C:13]([C:15]([OH:17])=[O:16])[O:12][N:11]=2)=[CH:8][CH:9]=1)([O-:3])=[O:2]. The catalyst class is: 1.